From a dataset of Full USPTO retrosynthesis dataset with 1.9M reactions from patents (1976-2016). Predict the reactants needed to synthesize the given product. (1) Given the product [CH2:1]([O:3][CH2:4][CH2:5][O:6][C:7]1[CH:8]=[C:9]([CH3:35])[C:10]([C:14]2[CH:19]=[CH:18][CH:17]=[C:16]([CH2:20][NH:21][C:22]3[CH:23]=[CH:24][C:25]([O:26][CH2:27][C:28]([OH:30])=[O:29])=[CH:33][CH:34]=3)[CH:15]=2)=[C:11]([CH3:13])[CH:12]=1)[CH3:2], predict the reactants needed to synthesize it. The reactants are: [CH2:1]([O:3][CH2:4][CH2:5][O:6][C:7]1[CH:12]=[C:11]([CH3:13])[C:10]([C:14]2[CH:19]=[CH:18][CH:17]=[C:16]([CH2:20][NH:21][C:22]3[CH:34]=[CH:33][C:25]([O:26][CH2:27][C:28]([O:30]CC)=[O:29])=[CH:24][CH:23]=3)[CH:15]=2)=[C:9]([CH3:35])[CH:8]=1)[CH3:2].[OH-].[K+].O.C(O)(=O)CC(CC(O)=O)(C(O)=O)O. (2) The reactants are: [OH:1][C:2]1[CH:9]=[CH:8][C:5]([CH2:6][OH:7])=[CH:4][CH:3]=1.CCN(C(C)C)C(C)C.[CH:19]([Si:22](Cl)([CH:26]([CH3:28])[CH3:27])[CH:23]([CH3:25])[CH3:24])([CH3:21])[CH3:20]. Given the product [CH:19]([Si:22]([CH:26]([CH3:28])[CH3:27])([CH:23]([CH3:25])[CH3:24])[O:1][C:2]1[CH:9]=[CH:8][C:5]([CH2:6][OH:7])=[CH:4][CH:3]=1)([CH3:21])[CH3:20], predict the reactants needed to synthesize it.